This data is from Forward reaction prediction with 1.9M reactions from USPTO patents (1976-2016). The task is: Predict the product of the given reaction. (1) Given the reactants [CH3:1][O:2][C:3]1[CH:4]=[C:5]([CH:8]=[C:9]([O:13][CH3:14])[C:10]=1[O:11][CH3:12])[CH:6]=O.[Br-].[Br:16][CH2:17][CH2:18][CH2:19][CH2:20][P+](C1C=CC=CC=1)(C1C=CC=CC=1)C1C=CC=CC=1, predict the reaction product. The product is: [Br:16][CH2:17][CH2:18][CH2:19]/[CH:20]=[CH:6]/[C:5]1[CH:4]=[C:3]([O:2][CH3:1])[C:10]([O:11][CH3:12])=[C:9]([O:13][CH3:14])[CH:8]=1. (2) The product is: [F:1][CH:2]([F:24])[O:3][C:4]1[CH:9]=[CH:8][CH:7]=[CH:6][C:5]=1[N:10]1[CH:15]=[CH:14][C:13](=[O:16])[C:12]([C:17]2[N:31]([C:25]3[CH:30]=[CH:29][CH:28]=[CH:27][CH:26]=3)[N:20]=[CH:19][CH:18]=2)=[N:11]1. Given the reactants [F:1][CH:2]([F:24])[O:3][C:4]1[CH:9]=[CH:8][CH:7]=[CH:6][C:5]=1[N:10]1[CH:15]=[CH:14][C:13](=[O:16])[C:12]([C:17](=O)[CH:18]=[CH:19][N:20](C)C)=[N:11]1.[C:25]1([NH:31]N)[CH:30]=[CH:29][CH:28]=[CH:27][CH:26]=1, predict the reaction product.